Dataset: Full USPTO retrosynthesis dataset with 1.9M reactions from patents (1976-2016). Task: Predict the reactants needed to synthesize the given product. (1) Given the product [CH2:1]([O:3][C:4](=[O:28])[C:5]1[CH:10]=[CH:9][C:8]([N:11]2[C:19]3[C:14](=[CH:15][C:16]([F:21])=[C:17]([F:20])[CH:18]=3)[C:13]([C:22]#[N:23])=[CH:12]2)=[CH:7][C:6]=1[OH:24])[CH3:2], predict the reactants needed to synthesize it. The reactants are: [CH2:1]([O:3][C:4](=[O:28])[C:5]1[CH:10]=[CH:9][C:8]([N:11]2[C:19]3[C:14](=[CH:15][C:16]([F:21])=[C:17]([F:20])[CH:18]=3)[C:13]([C:22]#[N:23])=[CH:12]2)=[CH:7][C:6]=1[O:24]COC)[CH3:2].O1CCCC1.Cl. (2) Given the product [CH2:18]([O:17][C:13]1[CH:12]=[C:11]2[C:16](=[CH:15][CH:14]=1)[NH:8][N:9]=[C:10]2[C:25]1[NH:26][C:27]2[C:32]([CH:33]=1)=[CH:31][CH:30]=[C:29]([O:34][CH2:35][CH2:36][N:37]([CH2:40][CH3:41])[CH2:38][CH3:39])[CH:28]=2)[C:19]1[CH:24]=[CH:23][CH:22]=[CH:21][CH:20]=1, predict the reactants needed to synthesize it. The reactants are: C(OC([N:8]1[C:16]2[C:11](=[CH:12][C:13]([O:17][CH2:18][C:19]3[CH:24]=[CH:23][CH:22]=[CH:21][CH:20]=3)=[CH:14][CH:15]=2)[C:10]([C:25]2[N:26](C(OC(C)(C)C)=O)[C:27]3[C:32]([CH:33]=2)=[CH:31][CH:30]=[C:29]([O:34][CH2:35][CH2:36][N:37]([CH2:40][CH3:41])[CH2:38][CH3:39])[CH:28]=3)=[N:9]1)=O)(C)(C)C.FC(F)(F)C(O)=O.